From a dataset of Catalyst prediction with 721,799 reactions and 888 catalyst types from USPTO. Predict which catalyst facilitates the given reaction. (1) Reactant: Br[C:2]1[C:3]([CH3:21])=[C:4]([N:8]2[C:17](=[O:18])[C:16]3[C:11](=[C:12]([Cl:19])[CH:13]=[CH:14][CH:15]=3)[NH:10][C:9]2=[O:20])[CH:5]=[CH:6][CH:7]=1.[CH3:22][C:23]1([CH3:39])[C:27]([CH3:29])([CH3:28])[O:26][B:25]([B:25]2[O:26][C:27]([CH3:29])([CH3:28])[C:23]([CH3:39])([CH3:22])[O:24]2)[O:24]1.C([O-])(=O)C.[K+]. Product: [Cl:19][C:12]1[CH:13]=[CH:14][CH:15]=[C:16]2[C:11]=1[NH:10][C:9](=[O:20])[N:8]([C:4]1[CH:5]=[CH:6][CH:7]=[C:2]([B:25]3[O:26][C:27]([CH3:29])([CH3:28])[C:23]([CH3:39])([CH3:22])[O:24]3)[C:3]=1[CH3:21])[C:17]2=[O:18]. The catalyst class is: 368. (2) Reactant: [NH2:1][C:2]1[CH:3]=[C:4]([C@:7]2([CH3:18])[CH2:12][C@@H:11]([C:13]([F:16])([F:15])[F:14])[O:10][C:9]([NH2:17])=[N:8]2)[S:5][CH:6]=1.[C:19]([C:21]1[CH:22]=[CH:23][C:24]([C:27](O)=[O:28])=[N:25][CH:26]=1)#[N:20].C(P1(=O)OP(=O)(CCC)OP(=O)(CCC)O1)CC. Product: [NH2:17][C:9]1[O:10][C@H:11]([C:13]([F:16])([F:15])[F:14])[CH2:12][C@:7]([C:4]2[S:5][CH:6]=[C:2]([NH:1][C:27](=[O:28])[C:24]3[CH:23]=[CH:22][C:21]([C:19]#[N:20])=[CH:26][N:25]=3)[CH:3]=2)([CH3:18])[N:8]=1. The catalyst class is: 25. (3) Reactant: [Cl:1][C:2]1[CH:7]=[CH:6][C:5]([CH:8]2[C:15]3[C:11](=[N:12][N:13]([CH:17]4[CH2:20][N:19](C(OC(C)(C)C)=O)[CH2:18]4)[C:14]=3[CH3:16])[C:10](=[O:28])[N:9]2[C:29]2[CH:34]=[C:33]([CH3:35])[C:32](=[O:36])[N:31]([CH3:37])[CH:30]=2)=[CH:4][CH:3]=1. Product: [NH:19]1[CH2:18][CH:17]([N:13]2[C:14]([CH3:16])=[C:15]3[CH:8]([C:5]4[CH:4]=[CH:3][C:2]([Cl:1])=[CH:7][CH:6]=4)[N:9]([C:29]4[CH:34]=[C:33]([CH3:35])[C:32](=[O:36])[N:31]([CH3:37])[CH:30]=4)[C:10](=[O:28])[C:11]3=[N:12]2)[CH2:20]1. The catalyst class is: 61. (4) Product: [NH2:1][C:2]1[C:9]([N+:10]([O-:12])=[O:11])=[CH:8][C:5]([C:6]#[N:7])=[C:4]([N:17]2[CH2:16][CH2:15][N:14]([C:20]([O:22][C:23]([CH3:26])([CH3:25])[CH3:24])=[O:21])[CH2:19][CH2:18]2)[CH:3]=1. Reactant: [NH2:1][C:2]1[C:9]([N+:10]([O-:12])=[O:11])=[CH:8][C:5]([C:6]#[N:7])=[C:4](F)[CH:3]=1.[N:14]1([C:20]([O:22][C:23]([CH3:26])([CH3:25])[CH3:24])=[O:21])[CH2:19][CH2:18][NH:17][CH2:16][CH2:15]1.C(N(CC)CC)C. The catalyst class is: 3. (5) Reactant: Br[C:2]1[C:11]2[C:6](=[CH:7][CH:8]=[CH:9][CH:10]=2)[C:5]([C:12]2[S:13][CH:14]=[CH:15][CH:16]=2)=[CH:4][CH:3]=1.[B:17]1([B:17]2[O:21][C:20]([CH3:23])([CH3:22])[C:19]([CH3:25])([CH3:24])[O:18]2)[O:21][C:20]([CH3:23])([CH3:22])[C:19]([CH3:25])([CH3:24])[O:18]1.C([O-])(=O)C.[K+]. Product: [CH3:24][C:19]1([CH3:25])[C:20]([CH3:23])([CH3:22])[O:21][B:17]([C:2]2[C:11]3[C:6](=[CH:7][CH:8]=[CH:9][CH:10]=3)[C:5]([C:12]3[S:13][CH:14]=[CH:15][CH:16]=3)=[CH:4][CH:3]=2)[O:18]1. The catalyst class is: 203.